From a dataset of Reaction yield outcomes from USPTO patents with 853,638 reactions. Predict the reaction yield, written as a fraction of the theoretical maximum amount of product (1.0 means a 100% yield; for example, 0.34 means a 34% yield). (1) The reactants are [CH3:1][O:2][C:3]1[CH:4]=[C:5]2[C:10](=[CH:11][C:12]=1[O:13][CH3:14])[N:9]=[CH:8][CH:7]=[C:6]2[O:15][C:16]1[CH:22]=[CH:21][C:19]([NH2:20])=[CH:18][CH:17]=1.C1(C)C=CC=CC=1.C(N(CC)CC)C.ClC(Cl)(O[C:41](=[O:47])[O:42][C:43](Cl)(Cl)Cl)Cl.[F:49][C:50]1[CH:59]=[CH:58][CH:57]=[CH:56][C:51]=1[O:52][CH2:53]CO. The catalyst is C(Cl)Cl. The product is [CH3:1][O:2][C:3]1[CH:4]=[C:5]2[C:10](=[CH:11][C:12]=1[O:13][CH3:14])[N:9]=[CH:8][CH:7]=[C:6]2[O:15][C:16]1[CH:22]=[CH:21][C:19]([NH:20][C:41](=[O:47])[O:42][CH2:43][CH2:53][O:52][C:51]2[CH:56]=[CH:57][CH:58]=[CH:59][C:50]=2[F:49])=[CH:18][CH:17]=1. The yield is 0.500. (2) The reactants are [F:1][C:2]1[CH:11]=[C:10]([N+:12]([O-])=O)[CH:9]=[CH:8][C:3]=1[C:4]([O:6][CH3:7])=[O:5]. The catalyst is CO.[Pd]. The product is [NH2:12][C:10]1[CH:9]=[CH:8][C:3]([C:4]([O:6][CH3:7])=[O:5])=[C:2]([F:1])[CH:11]=1. The yield is 0.980.